From a dataset of Catalyst prediction with 721,799 reactions and 888 catalyst types from USPTO. Predict which catalyst facilitates the given reaction. (1) Reactant: [Cl:1][C:2]1[CH:12]=[C:11]([Cl:13])[CH:10]=[CH:9][C:3]=1[O:4][CH2:5][C:6](O)=[O:7]. Product: [Cl:1][C:2]1[CH:12]=[C:11]([Cl:13])[CH:10]=[CH:9][C:3]=1[O:4][CH2:5][CH2:6][OH:7]. The catalyst class is: 7. (2) Reactant: [OH:1][C@H:2](/[CH:15]=[CH:16]/[CH2:17][CH2:18][S:19][C:20]([C:33]1[CH:38]=[CH:37][CH:36]=[CH:35][CH:34]=1)([C:27]1[CH:32]=[CH:31][CH:30]=[CH:29][CH:28]=1)[C:21]1[CH:26]=[CH:25][CH:24]=[CH:23][CH:22]=1)[CH2:3][C:4](N1[C@H](C(C)C)CSC1=S)=[O:5].[Li+].[OH-].Cl.CC[O:44]C(C)=O. Product: [OH:1][C@H:2](/[CH:15]=[CH:16]/[CH2:17][CH2:18][S:19][C:20]([C:33]1[CH:38]=[CH:37][CH:36]=[CH:35][CH:34]=1)([C:21]1[CH:22]=[CH:23][CH:24]=[CH:25][CH:26]=1)[C:27]1[CH:28]=[CH:29][CH:30]=[CH:31][CH:32]=1)[CH2:3][C:4]([OH:44])=[O:5]. The catalyst class is: 20. (3) Product: [F:1][C:2]1[CH:7]=[CH:6][CH:5]=[CH:4][C:3]=1[C:8]([CH:10]1[CH2:14][N:13]([C@H:15]([C:17]2[CH:22]=[CH:21][CH:20]=[CH:19][CH:18]=2)[CH3:16])[C:12](=[O:23])[CH2:11]1)=[N:25][OH:26]. Reactant: [F:1][C:2]1[CH:7]=[CH:6][CH:5]=[CH:4][C:3]=1[C:8]([CH:10]1[CH2:14][N:13]([C@H:15]([C:17]2[CH:22]=[CH:21][CH:20]=[CH:19][CH:18]=2)[CH3:16])[C:12](=[O:23])[CH2:11]1)=O.Cl.[NH2:25][OH:26]. The catalyst class is: 300. (4) Reactant: [N:1]([C@H:4]1[CH2:9][CH2:8][C@H:7]([N:10]([CH3:22])[C:11]([C:13]2[CH:21]=[CH:20][C:16]3=[N:17][O:18][N:19]=[C:15]3[CH:14]=2)=[O:12])[CH2:6][CH2:5]1)=[N+]=[N-].C1C=CC(P(C2C=CC=CC=2)C2C=CC=CC=2)=CC=1.N. Product: [NH2:1][C@H:4]1[CH2:9][CH2:8][C@H:7]([N:10]([CH3:22])[C:11]([C:13]2[CH:21]=[CH:20][C:16]3=[N:17][O:18][N:19]=[C:15]3[CH:14]=2)=[O:12])[CH2:6][CH2:5]1. The catalyst class is: 17. (5) Reactant: [NH:1]1[CH2:6][CH2:5][S:4](=[O:8])(=[O:7])[CH2:3][CH2:2]1.N1CCCC1.CC(O[C:19]([NH:21][C@@H:22]([C:26]([OH:28])=O)[CH:23]1[CH2:25][CH2:24]1)=[O:20])(C)C.C(N[C@@H](C(O)=O)C(C)(C)C)(OC(C)(C)C)=O.[CH3:45][N:46]1[CH:50]=[C:49]([C:51]2[N:56]=[C:55]3[C:57](C(O)=O)=[CH:58][N:59](COCC[Si](C)(C)C)[C:54]3=[N:53][CH:52]=2)[CH:48]=[N:47]1.C1(C2N=C3C(C(O)=O)=CN(COCC[Si](C)(C)C)C3=NC=2)CC1.FC(F)(F)CO.[F-].[Cs+]. Product: [CH:23]1([C@@H:22]([NH:21][C:19]([C:57]2[C:55]3[C:54](=[N:53][CH:52]=[C:51]([C:49]4[CH:48]=[N:47][N:46]([CH3:45])[CH:50]=4)[N:56]=3)[NH:59][CH:58]=2)=[O:20])[C:26]([N:1]2[CH2:6][CH2:5][S:4](=[O:8])(=[O:7])[CH2:3][CH2:2]2)=[O:28])[CH2:24][CH2:25]1. The catalyst class is: 10. (6) Reactant: [NH:1]1[C:5]2[CH:6]=[CH:7][C:8]([NH2:10])=[CH:9][C:4]=2[N:3]=[CH:2]1.[Br:11][C:12]1[CH:19]=[CH:18][C:15]([CH:16]=O)=[CH:14][CH:13]=1.[O:20]([C:22]#[N:23])[K].Cl.N1C=CC=CC=1.[N+:31]([C:33]1[CH:42]=[CH:41][C:36]2[O:37][CH2:38][CH2:39][O:40][C:35]=2[CH:34]=1)#[C-:32]. Product: [NH:1]1[C:5]2[CH:6]=[CH:7][C:8]([N:10]3[CH:16]([C:15]4[CH:18]=[CH:19][C:12]([Br:11])=[CH:13][CH:14]=4)[C:32](=[N:31][C:33]4[CH:42]=[CH:41][C:36]5[O:37][CH2:38][CH2:39][O:40][C:35]=5[CH:34]=4)[NH:23][C:22]3=[O:20])=[CH:9][C:4]=2[N:3]=[CH:2]1. The catalyst class is: 5. (7) Reactant: [CH2:1]([CH2:13][NH2:14])[CH2:2][C:3]([P:9]([O-:12])([OH:11])=[O:10])([P:5]([OH:8])([OH:7])=[O:6])[OH:4].O.O.O.[Na+:18]. Product: [CH2:1]([CH2:13][NH2:14])[CH2:2][C:3]([P:5]([O-:7])([OH:8])=[O:6])([P:9]([OH:12])([OH:11])=[O:10])[OH:4].[Na+:18]. The catalyst class is: 8.